This data is from hERG potassium channel inhibition data for cardiac toxicity prediction from Karim et al.. The task is: Regression/Classification. Given a drug SMILES string, predict its toxicity properties. Task type varies by dataset: regression for continuous values (e.g., LD50, hERG inhibition percentage) or binary classification for toxic/non-toxic outcomes (e.g., AMES mutagenicity, cardiotoxicity, hepatotoxicity). Dataset: herg_karim. The drug is O=C(CNc1ncnc2ccc(C(F)(F)F)cc12)NC1CN([C@H]2CC[C@@](O)(c3ccns3)CC2)C1. The result is 0 (non-blocker).